From a dataset of Forward reaction prediction with 1.9M reactions from USPTO patents (1976-2016). Predict the product of the given reaction. (1) Given the reactants [CH2:1]([O:3][C:4](=[O:38])[C:5](=[N:26][NH:27][C:28]1[CH:33]=[CH:32][C:31]([S:34]([NH2:37])(=[O:36])=[O:35])=[CH:30][CH:29]=1)[N:6]=P(C1C=CC=CC=1)(C1C=CC=CC=1)C1C=CC=CC=1)[CH3:2].[C:39](Cl)(=O)[C:40]1[CH:45]=[CH:44][CH:43]=[CH:42][CH:41]=1.[CH3:48]COCC.C(N(CC)CC)C, predict the reaction product. The product is: [NH2:37][S:34]([C:31]1[CH:30]=[CH:29][C:28]([N:27]2[C:48]([CH2:39][C:40]3[CH:45]=[CH:44][CH:43]=[CH:42][CH:41]=3)=[N:6][C:5]([C:4]([O:3][CH2:1][CH3:2])=[O:38])=[N:26]2)=[CH:33][CH:32]=1)(=[O:35])=[O:36]. (2) Given the reactants [CH2:1]([S:9](Cl)(=[O:11])=[O:10])[CH2:2][CH2:3][CH2:4][CH2:5][CH2:6][CH2:7][CH3:8].Cl.[NH2:14][C:15]1[CH:20]=[CH:19][C:18]([N:21]2[CH2:26][CH2:25][C:24](=[O:27])[CH2:23][CH2:22]2)=[CH:17][CH:16]=1, predict the reaction product. The product is: [O:27]=[C:24]1[CH2:25][CH2:26][N:21]([C:18]2[CH:19]=[CH:20][C:15]([NH:14][S:9]([CH2:1][CH2:2][CH2:3][CH2:4][CH2:5][CH2:6][CH2:7][CH3:8])(=[O:11])=[O:10])=[CH:16][CH:17]=2)[CH2:22][CH2:23]1. (3) Given the reactants [Br:1][C:2]1[S:6][C:5]([CH:7]2[N:11]([C:12]3[CH:17]=[CH:16][CH:15]=[CH:14][C:13]=3[Cl:18])[N:10]=[C:9]([C:19]([OH:21])=O)[CH2:8]2)=[CH:4][CH:3]=1.S(Cl)([Cl:24])=O, predict the reaction product. The product is: [Br:1][C:2]1[S:6][C:5]([CH:7]2[N:11]([C:12]3[CH:17]=[CH:16][CH:15]=[CH:14][C:13]=3[Cl:18])[N:10]=[C:9]([C:19]([Cl:24])=[O:21])[CH2:8]2)=[CH:4][CH:3]=1. (4) Given the reactants [C:1]([O:5][C:6]([N:8]1[CH2:13][CH2:12][N:11]([CH2:14][C:15]2[CH:23]=[CH:22][C:21]([Cl:24])=[CH:20][C:16]=2[C:17](O)=[O:18])[CH2:10][CH2:9]1)=[O:7])([CH3:4])([CH3:3])[CH3:2].ClCCl.Cl.CN(C)CCCN=C=NCC.[NH:40]1[CH2:45][CH2:44][O:43][CH2:42][CH2:41]1, predict the reaction product. The product is: [Cl:24][C:21]1[CH:22]=[CH:23][C:15]([CH2:14][N:11]2[CH2:12][CH2:13][N:8]([C:6]([O:5][C:1]([CH3:4])([CH3:3])[CH3:2])=[O:7])[CH2:9][CH2:10]2)=[C:16]([C:17]([N:40]2[CH2:45][CH2:44][O:43][CH2:42][CH2:41]2)=[O:18])[CH:20]=1. (5) Given the reactants Cl[C:2]1[C:11]2[C:6](=[CH:7][C:8]([O:14][CH3:15])=[C:9]([O:12][CH3:13])[CH:10]=2)[N:5]=[CH:4][CH:3]=1.[Br:16][C:17]1[C:26]2[C:21](=[CH:22][C:23]([Br:27])=[CH:24][CH:25]=2)[CH:20]=[CH:19][C:18]=1[OH:28].O, predict the reaction product. The product is: [Br:16][C:17]1[C:26]2[C:21](=[CH:22][C:23]([Br:27])=[CH:24][CH:25]=2)[CH:20]=[CH:19][C:18]=1[O:28][C:2]1[C:11]2[C:6](=[CH:7][C:8]([O:14][CH3:15])=[C:9]([O:12][CH3:13])[CH:10]=2)[N:5]=[CH:4][CH:3]=1. (6) Given the reactants [CH3:1][O:2][C:3]1[CH:8]=[CH:7][C:6]([S:9](Cl)(=[O:11])=[O:10])=[CH:5][CH:4]=1.[C:13]1([CH3:21])[CH:18]=[C:17]([CH3:19])[CH:16]=[C:15]([CH3:20])[CH:14]=1.[Al+3].[Cl-].[Cl-].[Cl-].Cl, predict the reaction product. The product is: [CH3:1][O:2][C:3]1[CH:8]=[CH:7][C:6]([S:9]([C:14]2[C:15]([CH3:20])=[CH:16][C:17]([CH3:19])=[CH:18][C:13]=2[CH3:21])(=[O:11])=[O:10])=[CH:5][CH:4]=1. (7) Given the reactants [C:1]([O:5][C:6]([N:8]1[CH2:12][CH2:11][C@H:10]([O:13][C:14]2[C:15]3[CH2:23][NH:22][CH2:21][CH2:20][C:16]=3[N:17]=[CH:18][N:19]=2)[CH2:9]1)=[O:7])([CH3:4])([CH3:3])[CH3:2].Br[C:25]1[CH:26]=[C:27]([O:33][CH3:34])[C:28]([O:31][CH3:32])=[N:29][CH:30]=1.CC(C)([O-])C.[Na+], predict the reaction product. The product is: [C:1]([O:5][C:6]([N:8]1[CH2:12][CH2:11][C@H:10]([O:13][C:14]2[C:15]3[CH2:23][N:22]([C:25]4[CH:30]=[N:29][C:28]([O:31][CH3:32])=[C:27]([O:33][CH3:34])[CH:26]=4)[CH2:21][CH2:20][C:16]=3[N:17]=[CH:18][N:19]=2)[CH2:9]1)=[O:7])([CH3:4])([CH3:2])[CH3:3].